This data is from Catalyst prediction with 721,799 reactions and 888 catalyst types from USPTO. The task is: Predict which catalyst facilitates the given reaction. (1) Reactant: [F:1][C:2]1[CH:7]=[CH:6][C:5]([O:8][CH3:9])=[CH:4][C:3]=1[C:10]1[N:11]=[CH:12][C:13]([CH2:19]O)=[N:14][C:15]=1[CH:16]([CH3:18])[CH3:17].S(Cl)([Cl:23])=O. Product: [Cl:23][CH2:19][C:13]1[N:14]=[C:15]([CH:16]([CH3:18])[CH3:17])[C:10]([C:3]2[CH:4]=[C:5]([O:8][CH3:9])[CH:6]=[CH:7][C:2]=2[F:1])=[N:11][CH:12]=1. The catalyst class is: 120. (2) Product: [CH:89]1([S:86]([NH:85][C:83]([C@@:78]2([NH:77][C:31]([C@@H:13]3[CH2:14][C@@H:15]([O:17][C:18]4[C:27]5[C:22](=[CH:23][CH:24]=[CH:25][CH:26]=5)[C:21]([O:28][CH2:29][CH3:30])=[CH:20][N:19]=4)[CH2:16][N:12]3[C:10](=[O:11])[CH:9]([NH:8][C:6](=[O:7])[O:5][C:1]([CH3:2])([CH3:4])[CH3:3])[C@H:34]([CH3:42])[CH2:35][CH:36]([CH3:41])[CH2:37][CH2:38][CH:39]=[CH2:40])=[O:32])[CH2:80][C@H:79]2[CH:81]=[CH2:82])=[O:84])(=[O:88])=[O:87])[CH2:91][CH2:90]1. Reactant: [C:1]([O:5][C:6]([NH:8][CH:9]([C@H:34]([CH3:42])[CH2:35][CH:36]([CH3:41])[CH2:37][CH2:38][CH:39]=[CH2:40])[C:10]([N:12]1[CH2:16][C@H:15]([O:17][C:18]2[C:27]3[C:22](=[CH:23][CH:24]=[CH:25][CH:26]=3)[C:21]([O:28][CH2:29][CH3:30])=[CH:20][N:19]=2)[CH2:14][C@H:13]1[C:31](O)=[O:32])=[O:11])=[O:7])([CH3:4])([CH3:3])[CH3:2].CCN(C(C)C)C(C)C.CN(C(ON1N=NC2C=CC=NC1=2)=[N+](C)C)C.F[P-](F)(F)(F)(F)F.Cl.[NH2:77][C@:78]1([C:83]([NH:85][S:86]([CH:89]2[CH2:91][CH2:90]2)(=[O:88])=[O:87])=[O:84])[CH2:80][C@H:79]1[CH:81]=[CH2:82]. The catalyst class is: 4. (3) Reactant: [NH2:1][C:2]1[CH:7]=[CH:6][N:5]=[CH:4][C:3]=1[NH:8][C:9]([NH:11][C:12]1[CH:17]=[C:16]([C:18]([N:20]2[CH2:25][CH2:24][CH:23]([C:26]3[CH:31]=[CH:30][C:29]([C:32]#[N:33])=[CH:28][CH:27]=3)[CH2:22][CH2:21]2)=[O:19])[CH:15]=[CH:14][C:13]=1[CH3:34])=S.CCN=C=NCCCN(C)C. Product: [NH:1]1[C:2]2[CH:7]=[CH:6][N:5]=[CH:4][C:3]=2[N:8]=[C:9]1[NH:11][C:12]1[CH:17]=[C:16]([CH:15]=[CH:14][C:13]=1[CH3:34])[C:18]([N:20]1[CH2:21][CH2:22][CH:23]([C:26]2[CH:27]=[CH:28][C:29]([C:32]#[N:33])=[CH:30][CH:31]=2)[CH2:24][CH2:25]1)=[O:19]. The catalyst class is: 3. (4) Reactant: [C:1]([C:3]1[CH:4]=[C:5]([CH2:18][N:19]2[C:23]([CH3:24])=[CH:22][C:21](C(O)=O)=[N:20]2)[C:6]2[O:10][C:9]([C:11]3[CH:16]=[CH:15][CH:14]=[CH:13][CH:12]=3)=[CH:8][C:7]=2[CH:17]=1)#[N:2].C1(P(N=[N+]=[N-])(C2C=CC=CC=2)=[O:35])C=CC=CC=1.[CH2:45]([Si:47]([CH2:53]C)([CH2:51]C)[CH2:48][CH2:49][OH:50])C.C([N:57]([CH2:60]C)CC)C. Product: [C:1]([C:3]1[CH:4]=[C:5]([CH2:18][N:19]2[C:23]([CH3:24])=[CH:22][C:21]([NH:57][C:60](=[O:35])[O:50][CH2:49][CH2:48][Si:47]([CH3:53])([CH3:51])[CH3:45])=[N:20]2)[C:6]2[O:10][C:9]([C:11]3[CH:16]=[CH:15][CH:14]=[CH:13][CH:12]=3)=[CH:8][C:7]=2[CH:17]=1)#[N:2]. The catalyst class is: 133.